Task: Predict the reactants needed to synthesize the given product.. Dataset: Full USPTO retrosynthesis dataset with 1.9M reactions from patents (1976-2016) (1) Given the product [C:34]([C:33]1[CH:36]=[CH:37][C:30]([CH2:28][N:14]2[CH2:13][CH2:12][C:11]3[C:16](=[CH:17][CH:18]=[C:9]([NH:8][C:6](=[O:7])[C:5]4[CH:19]=[CH:20][C:2]([CH3:1])=[N:3][C:4]=4[N:21]4[CH2:26][CH2:25][CH:24]([CH3:27])[CH2:23][CH2:22]4)[CH:10]=3)[CH2:15]2)=[CH:31][CH:32]=1)#[N:35], predict the reactants needed to synthesize it. The reactants are: [CH3:1][C:2]1[CH:20]=[CH:19][C:5]([C:6]([NH:8][C:9]2[CH:10]=[C:11]3[C:16](=[CH:17][CH:18]=2)[CH2:15][NH:14][CH2:13][CH2:12]3)=[O:7])=[C:4]([N:21]2[CH2:26][CH2:25][CH:24]([CH3:27])[CH2:23][CH2:22]2)[N:3]=1.[CH:28]([C:30]1[CH:37]=[CH:36][C:33]([C:34]#[N:35])=[CH:32][CH:31]=1)=O.C(O[BH-](OC(=O)C)OC(=O)C)(=O)C.[Na+]. (2) Given the product [F:39][C:40]1[CH:48]=[C:47]([C:49]([F:50])([F:51])[F:52])[CH:46]=[CH:45][C:41]=1[C:42]([NH:38][CH2:37][CH2:36][N:34]1[CH:35]=[C:31]([C:29]([O:28][CH3:27])=[O:30])[N:32]=[N:33]1)=[O:43], predict the reactants needed to synthesize it. The reactants are: COC1C(OC)=C(OC)C=CC=1C(NCCN1C=C(C(O)=O)N=N1)=O.Cl.[CH3:27][O:28][C:29]([C:31]1[N:32]=[N:33][N:34]([CH2:36][CH2:37][NH2:38])[CH:35]=1)=[O:30].[F:39][C:40]1[CH:48]=[C:47]([C:49]([F:52])([F:51])[F:50])[CH:46]=[CH:45][C:41]=1[C:42](O)=[O:43]. (3) Given the product [CH3:1][CH:2]([CH3:40])[CH:3]([NH:20][C:21]1[CH:22]=[CH:23][C:24]([C:25]([N:27]2[CH2:32][CH2:31][CH2:30][C@@H:29]([C:33]([OH:35])=[O:34])[CH2:28]2)=[O:26])=[CH:38][CH:39]=1)[C:4]1[CH:9]=[CH:8][C:7]([N:10]2[CH:18]=[C:17]3[C:12]([CH2:13][CH2:14][CH2:15][CH2:16]3)=[N:11]2)=[CH:6][C:5]=1[CH3:19], predict the reactants needed to synthesize it. The reactants are: [CH3:1][CH:2]([CH3:40])[CH:3]([NH:20][C:21]1[CH:39]=[CH:38][C:24]([C:25]([N:27]2[CH2:32][CH2:31][CH2:30][C@@H:29]([C:33]([O:35]CC)=[O:34])[CH2:28]2)=[O:26])=[CH:23][CH:22]=1)[C:4]1[CH:9]=[CH:8][C:7]([N:10]2[CH:18]=[C:17]3[C:12]([CH2:13][CH2:14][CH2:15][CH2:16]3)=[N:11]2)=[CH:6][C:5]=1[CH3:19].C1COCC1.[OH-].[Na+]. (4) Given the product [CH3:1][CH:2]([CH3:13])[CH2:3][C:4]([C:6]1[CH:7]=[CH:8][C:9]([CH2:12][Br:21])=[CH:10][CH:11]=1)=[O:5], predict the reactants needed to synthesize it. The reactants are: [CH3:1][CH:2]([CH3:13])[CH2:3][C:4]([C:6]1[CH:11]=[CH:10][C:9]([CH3:12])=[CH:8][CH:7]=1)=[O:5].C1C(=O)N([Br:21])C(=O)C1. (5) Given the product [CH2:36]([NH:43][C:2]1[CH:3]=[C:4]2[C:9](=[CH:10][CH:11]=1)[N:8]=[CH:7][C:6]([C:12]#[N:13])=[C:5]2[NH:14][C:15]1[CH:20]=[CH:19][C:18]([N:21]2[CH2:26][CH2:25][O:24][CH2:23][CH2:22]2)=[CH:17][CH:16]=1)[C:37]1[CH:42]=[CH:41][CH:40]=[CH:39][CH:38]=1, predict the reactants needed to synthesize it. The reactants are: I[C:2]1[CH:3]=[C:4]2[C:9](=[CH:10][CH:11]=1)[N:8]=[CH:7][C:6]([C:12]#[N:13])=[C:5]2[NH:14][C:15]1[CH:20]=[CH:19][C:18]([N:21]2[CH2:26][CH2:25][O:24][CH2:23][CH2:22]2)=[CH:17][CH:16]=1.[O-]P([O-])([O-])=O.[K+].[K+].[K+].[Al].[CH2:36]([NH2:43])[C:37]1[CH:42]=[CH:41][CH:40]=[CH:39][CH:38]=1.C(O)CO.IC1C=C2C(=CC=1)N=CC=C2.